This data is from Catalyst prediction with 721,799 reactions and 888 catalyst types from USPTO. The task is: Predict which catalyst facilitates the given reaction. (1) Reactant: [Cl:1][C:2]1[C:3]([NH:15][C:16]2[CH:21]=[CH:20][CH:19]=[C:18]([N+:22]([O-])=O)[CH:17]=2)=[N:4][C:5]([NH:8][C:9]2[S:13][N:12]=[C:11]([CH3:14])[CH:10]=2)=[N:6][CH:7]=1. Product: [NH2:22][C:18]1[CH:17]=[C:16]([NH:15][C:3]2[C:2]([Cl:1])=[CH:7][N:6]=[C:5]([NH:8][C:9]3[S:13][N:12]=[C:11]([CH3:14])[CH:10]=3)[N:4]=2)[CH:21]=[CH:20][CH:19]=1. The catalyst class is: 8. (2) Reactant: [CH3:1][C:2]1([CH3:13])[CH2:11][CH2:10][C:9]2[C:4](=[CH:5][C:6]([OH:12])=[CH:7][CH:8]=2)[O:3]1.Br[CH2:15][C:16]1[C:28]([Cl:29])=[CH:27][C:19]([C:20]([O:22][C:23]([CH3:26])([CH3:25])[CH3:24])=[O:21])=[C:18]([F:30])[CH:17]=1.C(=O)([O-])[O-].[K+].[K+]. Product: [Cl:29][C:28]1[C:16]([CH2:15][O:12][C:6]2[CH:5]=[C:4]3[C:9]([CH2:10][CH2:11][C:2]([CH3:13])([CH3:1])[O:3]3)=[CH:8][CH:7]=2)=[CH:17][C:18]([F:30])=[C:19]([CH:27]=1)[C:20]([O:22][C:23]([CH3:24])([CH3:25])[CH3:26])=[O:21]. The catalyst class is: 21. (3) Reactant: [C:1]([OH:8])(=[O:7])/[CH:2]=[CH:3]\[C:4]([OH:6])=[O:5].[CH:9]1([C:12]2[C:17]([C:18]3[CH:23]=[CH:22][C:21]([F:24])=[CH:20][CH:19]=3)=[C:16]([F:25])[C:15]([O:26][CH:27]([CH3:29])[CH3:28])=[C:14]([CH2:30][N:31]3[CH2:36][CH2:35][CH:34]([N:37]4[CH:42]=[CH:41][C:40]([C:43]([OH:45])=[O:44])=[C:39]([CH3:46])[C:38]4=[O:47])[CH2:33][CH2:32]3)[CH:13]=2)[CH2:11][CH2:10]1. Product: [C:1]([OH:8])(=[O:7])/[CH:2]=[CH:3]\[C:4]([OH:6])=[O:5].[CH:9]1([C:12]2[C:17]([C:18]3[CH:19]=[CH:20][C:21]([F:24])=[CH:22][CH:23]=3)=[C:16]([F:25])[C:15]([O:26][CH:27]([CH3:29])[CH3:28])=[C:14]([CH2:30][N:31]3[CH2:32][CH2:33][CH:34]([N:37]4[CH:42]=[CH:41][C:40]([C:43]([OH:45])=[O:44])=[C:39]([CH3:46])[C:38]4=[O:47])[CH2:35][CH2:36]3)[CH:13]=2)[CH2:11][CH2:10]1. The catalyst class is: 8. (4) Product: [F:34][C:2]([F:1])([F:33])[C:3]1[CH:4]=[C:5]([CH2:13][CH:14]([NH:19][C:20]2[C:25]([C:26]([O:28][CH2:29][CH3:30])=[O:27])=[CH:24][N:23]=[C:22]([S:31]([CH3:32])=[O:43])[N:21]=2)[C:15]([O:17][CH3:18])=[O:16])[CH:6]=[C:7]([C:9]([F:10])([F:11])[F:12])[CH:8]=1. The catalyst class is: 22. Reactant: [F:1][C:2]([F:34])([F:33])[C:3]1[CH:4]=[C:5]([CH2:13][CH:14]([NH:19][C:20]2[C:25]([C:26]([O:28][CH2:29][CH3:30])=[O:27])=[CH:24][N:23]=[C:22]([S:31][CH3:32])[N:21]=2)[C:15]([O:17][CH3:18])=[O:16])[CH:6]=[C:7]([C:9]([F:12])([F:11])[F:10])[CH:8]=1.ClC1C=CC=C(C(OO)=[O:43])C=1. (5) Reactant: [Br:1][C:2]1[CH:3]=[C:4]([C:8]([N:10]2[CH2:15][CH2:14][O:13][CH2:12][CH2:11]2)=O)[CH:5]=[N:6][CH:7]=1.[BH4-].[Na+].B(F)(F)F. Product: [Br:1][C:2]1[CH:3]=[C:4]([CH2:8][N:10]2[CH2:15][CH2:14][O:13][CH2:12][CH2:11]2)[CH:5]=[N:6][CH:7]=1. The catalyst class is: 1. (6) Reactant: [C:1]1([S:7][C:8]2[CH:17]=[CH:16][C:11]([C:12]([O:14]C)=[O:13])=[CH:10][CH:9]=2)[CH:6]=[CH:5][CH:4]=[CH:3][CH:2]=1.O.[OH-].[Li+].O1CCCC1.Cl. Product: [C:1]1([S:7][C:8]2[CH:17]=[CH:16][C:11]([C:12]([OH:14])=[O:13])=[CH:10][CH:9]=2)[CH:2]=[CH:3][CH:4]=[CH:5][CH:6]=1. The catalyst class is: 72. (7) Reactant: [H-].[Na+].[F:3][C:4]1[CH:5]=[C:6]([C:17]([NH:19][C@@H:20]2[CH2:25][CH2:24][C@H:23]([NH:26][C:27](=[O:33])[O:28][C:29]([CH3:32])([CH3:31])[CH3:30])[CH2:22][CH2:21]2)=[O:18])[C:7]([NH:10][CH:11]2[CH2:16][CH2:15][S:14][CH2:13][CH2:12]2)=[N:8][CH:9]=1.[C:34](N1C=CN=C1)(N1C=CN=C1)=[O:35].C(OCC)(=O)C. Product: [F:3][C:4]1[CH:9]=[N:8][C:7]2[N:10]([CH:11]3[CH2:16][CH2:15][S:14][CH2:13][CH2:12]3)[C:34](=[O:35])[N:19]([C@@H:20]3[CH2:25][CH2:24][C@H:23]([NH:26][C:27](=[O:33])[O:28][C:29]([CH3:30])([CH3:32])[CH3:31])[CH2:22][CH2:21]3)[C:17](=[O:18])[C:6]=2[CH:5]=1. The catalyst class is: 37. (8) Reactant: C(O)(=O)C.[NH2:5][C:6]([CH3:16])([CH3:15])[CH2:7][C:8]1[CH:13]=[CH:12][C:11]([OH:14])=[CH:10][CH:9]=1.C([O-])([O-])=O.[K+].[K+].CC(N(C)C)=O.F[C:30]1[CH:37]=[CH:36][C:33]([C:34]#[N:35])=[CH:32][CH:31]=1. Product: [NH2:5][C:6]([CH3:16])([CH3:15])[CH2:7][C:8]1[CH:13]=[CH:12][C:11]([O:14][C:30]2[CH:37]=[CH:36][C:33]([C:34]#[N:35])=[CH:32][CH:31]=2)=[CH:10][CH:9]=1. The catalyst class is: 226. (9) Reactant: [H-].[Na+].[Br:3][C:4]1[CH:12]=[CH:11][CH:10]=[C:9]2[C:5]=1[CH:6]=[CH:7][NH:8]2.Br[CH2:14][CH2:15][CH2:16][CH2:17][CH3:18]. Product: [Br:3][C:4]1[CH:12]=[CH:11][CH:10]=[C:9]2[C:5]=1[CH:6]=[CH:7][N:8]2[CH2:14][CH2:15][CH2:16][CH2:17][CH3:18]. The catalyst class is: 9. (10) Reactant: [C:1]([O:4][CH2:5][C:6]1[CH:11]=[C:10]([O:12][CH2:13][CH2:14][NH:15][C:16]([O:18][C:19]([CH3:22])([CH3:21])[CH3:20])=[O:17])[C:9]([O:23]CC2C=CC=CC=2)=[CH:8][N:7]=1)(=[O:3])[CH3:2]. Product: [C:1]([O:4][CH2:5][C:6]1[CH:11]=[C:10]([O:12][CH2:13][CH2:14][NH:15][C:16]([O:18][C:19]([CH3:22])([CH3:21])[CH3:20])=[O:17])[C:9]([OH:23])=[CH:8][N:7]=1)(=[O:3])[CH3:2]. The catalyst class is: 178.